Task: Predict the reactants needed to synthesize the given product.. Dataset: Full USPTO retrosynthesis dataset with 1.9M reactions from patents (1976-2016) (1) Given the product [C:53]([O:57][C:58](=[O:63])[NH:59][CH2:60][CH2:61][NH:62][C:22](=[O:23])[C:21]1[CH:25]=[CH:26][C:27]([CH3:28])=[C:19]([NH:18][C:16]([C:7]2[C:8](=[O:15])[NH:9][C:10]3[C:5]([CH:6]=2)=[CH:4][C:3]([O:2][CH3:1])=[C:12]([O:13][CH3:14])[CH:11]=3)=[O:17])[CH:20]=1)([CH3:56])([CH3:54])[CH3:55], predict the reactants needed to synthesize it. The reactants are: [CH3:1][O:2][C:3]1[CH:4]=[C:5]2[C:10](=[CH:11][C:12]=1[O:13][CH3:14])[NH:9][C:8](=[O:15])[C:7]([C:16]([NH:18][C:19]1[CH:20]=[C:21]([CH:25]=[CH:26][C:27]=1[CH3:28])[C:22](O)=[O:23])=[O:17])=[CH:6]2.CN(C(ON1N=NC2C=CC=NC1=2)=[N+](C)C)C.F[P-](F)(F)(F)(F)F.[C:53]([O:57][C:58](=[O:63])[NH:59][CH2:60][CH2:61][NH2:62])([CH3:56])([CH3:55])[CH3:54].C(=O)(O)[O-].[Na+]. (2) Given the product [Cl:1][C:2]1[CH:7]=[CH:6][CH:5]=[C:4]([Cl:8])[C:3]=1[N:9]([C:19](=[O:20])[CH2:18][Cl:17])[C:10]1[CH:11]=[CH:12][C:13]([CH3:16])=[CH:14][CH:15]=1, predict the reactants needed to synthesize it. The reactants are: [Cl:1][C:2]1[CH:7]=[CH:6][CH:5]=[C:4]([Cl:8])[C:3]=1[NH:9][C:10]1[CH:15]=[CH:14][C:13]([CH3:16])=[CH:12][CH:11]=1.[Cl:17][CH2:18][C:19](Cl)=[O:20]. (3) Given the product [C:1]([CH:3]([CH2:7][C:8]1[CH:9]=[CH:10][C:11]([OH:14])=[CH:12][CH:13]=1)[C:4]([OH:6])=[O:5])#[N:2], predict the reactants needed to synthesize it. The reactants are: [C:1]([C:3](=[CH:7][C:8]1[CH:13]=[CH:12][C:11]([OH:14])=[CH:10][CH:9]=1)[C:4]([OH:6])=[O:5])#[N:2]. (4) The reactants are: [CH2:1]([C:6]1[N:7]=[C:8]([CH:11]=O)[S:9][CH:10]=1)[C:2]([CH3:5])([CH3:4])[CH3:3].Cl.[NH2:14][OH:15]. Given the product [CH2:1]([C:6]1[N:7]=[C:8]([CH:11]=[N:14][OH:15])[S:9][CH:10]=1)[C:2]([CH3:5])([CH3:4])[CH3:3], predict the reactants needed to synthesize it.